From a dataset of NCI-60 drug combinations with 297,098 pairs across 59 cell lines. Regression. Given two drug SMILES strings and cell line genomic features, predict the synergy score measuring deviation from expected non-interaction effect. Drug 1: C1CC(=O)NC(=O)C1N2C(=O)C3=CC=CC=C3C2=O. Drug 2: C(CN)CNCCSP(=O)(O)O. Cell line: RPMI-8226. Synergy scores: CSS=-6.40, Synergy_ZIP=7.07, Synergy_Bliss=8.16, Synergy_Loewe=-0.787, Synergy_HSA=-0.0544.